This data is from Reaction yield outcomes from USPTO patents with 853,638 reactions. The task is: Predict the reaction yield, written as a fraction of the theoretical maximum amount of product (1.0 means a 100% yield; for example, 0.34 means a 34% yield). (1) The reactants are N[C:2]1[CH:7]=[CH:6][C:5]([N:8]2[C:12](=[O:13])[C:11]3[CH:14]=[C:15]([Cl:18])[CH:16]=[CH:17][C:10]=3[C:9]2=[O:19])=[C:4](C)[CH:3]=1.[C:21](Cl)(Cl)=[S:22]. The catalyst is CC(C)=O. The product is [N-:8]=[C:12]=[S:22].[Cl:18][C:15]1[CH:16]=[CH:17][C:10]2[C:9](=[O:19])[N:8]([C:5]3[CH:4]=[CH:3][CH:2]=[C:7]([CH3:21])[CH:6]=3)[C:12](=[O:13])[C:11]=2[CH:14]=1. The yield is 0.740. (2) The reactants are [C:1](Cl)(=[O:4])[CH:2]=[CH2:3].[CH2:6]([C:8]([CH2:20][CH3:21])([C:10]12[CH2:19][CH:14]3[CH2:15][CH:16]([CH2:18][CH:12]([CH2:13]3)[CH2:11]1)[CH2:17]2)[OH:9])[CH3:7].C(N(CC)CC)C.O1CCCC1. The catalyst is O. The product is [C:1]([O:9][C:8]([C:10]12[CH2:19][CH:14]3[CH2:15][CH:16]([CH2:18][CH:12]([CH2:13]3)[CH2:11]1)[CH2:17]2)([CH2:6][CH3:7])[CH2:20][CH3:21])(=[O:4])[CH:2]=[CH2:3]. The yield is 0.720. (3) The reactants are [F:1][C:2]1[CH:7]=[CH:6][C:5]([C:8]2[N:13]=[C:12]3[CH:14]=[C:15]([CH2:18][OH:19])[N:16]([CH3:17])[C:11]3=[C:10]([C:20]3[CH:25]=[CH:24][C:23]([F:26])=[CH:22][CH:21]=3)[C:9]=2[C:27]2[CH:32]=[CH:31][N:30]=[CH:29][CH:28]=2)=[CH:4][CH:3]=1.CCOC(C)=O. The catalyst is CS(C)=O. The product is [F:1][C:2]1[CH:7]=[CH:6][C:5]([C:8]2[N:13]=[C:12]3[CH:14]=[C:15]([CH:18]=[O:19])[N:16]([CH3:17])[C:11]3=[C:10]([C:20]3[CH:25]=[CH:24][C:23]([F:26])=[CH:22][CH:21]=3)[C:9]=2[C:27]2[CH:28]=[CH:29][N:30]=[CH:31][CH:32]=2)=[CH:4][CH:3]=1. The yield is 0.900. (4) The reactants are [F:1][C:2]1([F:30])[CH2:7][CH2:6][CH:5]([CH2:8][C@H:9]([NH:22]C(=O)OC(C)(C)C)[CH2:10][N:11]([CH3:21])[C:12]([O:14][CH2:15][CH2:16][Si:17]([CH3:20])([CH3:19])[CH3:18])=[O:13])[CH2:4][CH2:3]1.C1(C)C(S(O)(=O)=O)=CC=CC=1. The catalyst is CCOCC.CCO. The product is [NH2:22][C@@H:9]([CH2:8][CH:5]1[CH2:4][CH2:3][C:2]([F:30])([F:1])[CH2:7][CH2:6]1)[CH2:10][N:11]([CH3:21])[C:12](=[O:13])[O:14][CH2:15][CH2:16][Si:17]([CH3:19])([CH3:20])[CH3:18]. The yield is 0.760. (5) The product is [Cl:28][C:29]1[CH:30]=[C:31]([CH:39]([CH2:43][CH:44]2[CH2:48][CH2:47][CH2:46][CH2:45]2)[C:40]([NH:49][C:50]2[CH:55]=[CH:54][C:53]([C:56]([F:58])([F:57])[F:59])=[CH:52][N:51]=2)=[O:42])[CH:32]=[CH:33][C:34]=1[S:35]([CH3:38])(=[O:36])=[O:37]. The reactants are C1(P(C2C=CC=CC=2)C2C=CC=CC=2)C=CC=CC=1.BrN1C(=O)CCC1=O.[Cl:28][C:29]1[CH:30]=[C:31]([CH:39]([CH2:43][CH:44]2[CH2:48][CH2:47][CH2:46][CH2:45]2)[C:40]([OH:42])=O)[CH:32]=[CH:33][C:34]=1[S:35]([CH3:38])(=[O:37])=[O:36].[NH2:49][C:50]1[CH:55]=[CH:54][C:53]([C:56]([F:59])([F:58])[F:57])=[CH:52][N:51]=1.N1C=CC=CC=1. The yield is 0.430. The catalyst is C(Cl)Cl.O.